This data is from Merck oncology drug combination screen with 23,052 pairs across 39 cell lines. The task is: Regression. Given two drug SMILES strings and cell line genomic features, predict the synergy score measuring deviation from expected non-interaction effect. (1) Drug 1: CN(C)C(=N)N=C(N)N. Drug 2: COC1=C2CC(C)CC(OC)C(O)C(C)C=C(C)C(OC(N)=O)C(OC)C=CC=C(C)C(=O)NC(=CC1=O)C2=O. Cell line: NCIH1650. Synergy scores: synergy=-8.88. (2) Drug 1: COC12C(COC(N)=O)C3=C(C(=O)C(C)=C(N)C3=O)N1CC1NC12. Drug 2: CC1(c2nc3c(C(N)=O)cccc3[nH]2)CCCN1. Cell line: OCUBM. Synergy scores: synergy=7.76. (3) Drug 1: CC1CC2C3CCC4=CC(=O)C=CC4(C)C3(F)C(O)CC2(C)C1(O)C(=O)CO. Drug 2: O=C(NOCC(O)CO)c1ccc(F)c(F)c1Nc1ccc(I)cc1F. Cell line: KPL1. Synergy scores: synergy=-0.782. (4) Drug 1: CC(=O)OC1C(=O)C2(C)C(O)CC3OCC3(OC(C)=O)C2C(OC(=O)c2ccccc2)C2(O)CC(OC(=O)C(O)C(NC(=O)c3ccccc3)c3ccccc3)C(C)=C1C2(C)C. Drug 2: CCc1cnn2c(NCc3ccc[n+]([O-])c3)cc(N3CCCCC3CCO)nc12. Cell line: HT144. Synergy scores: synergy=14.6.